This data is from Reaction yield outcomes from USPTO patents with 853,638 reactions. The task is: Predict the reaction yield, written as a fraction of the theoretical maximum amount of product (1.0 means a 100% yield; for example, 0.34 means a 34% yield). (1) The reactants are [Cl:1][C:2]1[CH:7]=[C:6]([N+:8]([O-])=O)[C:5]([O:11][CH2:12][CH3:13])=[CH:4][C:3]=1[O:14][CH2:15][CH3:16]. The catalyst is CCO.CCOC(C)=O.[Pd]. The product is [Cl:1][C:2]1[C:3]([O:14][CH2:15][CH3:16])=[CH:4][C:5]([O:11][CH2:12][CH3:13])=[C:6]([CH:7]=1)[NH2:8]. The yield is 0.290. (2) The reactants are [C:1]([O:5][C:6]([N:8]1[CH2:12][C:11](=[CH2:13])[CH2:10][C@H:9]1[C:14](O)=[O:15])=[O:7])([CH3:4])([CH3:3])[CH3:2].CN1CCOCC1.[BH4-].[Na+].CCOCC. The catalyst is C1COCC1.O. The product is [C:1]([O:5][C:6]([N:8]1[CH2:12][C:11](=[CH2:13])[CH2:10][C@H:9]1[CH2:14][OH:15])=[O:7])([CH3:4])([CH3:3])[CH3:2]. The yield is 0.680.